From a dataset of Full USPTO retrosynthesis dataset with 1.9M reactions from patents (1976-2016). Predict the reactants needed to synthesize the given product. (1) Given the product [C:13]([O:11][CH2:10][CH2:9][CH2:8][C:4]1[CH:5]=[CH:6][CH:7]=[C:2]([Br:1])[CH:3]=1)(=[O:14])[CH3:12], predict the reactants needed to synthesize it. The reactants are: [Br:1][C:2]1[CH:3]=[C:4]([CH2:8][CH2:9][CH2:10][OH:11])[CH:5]=[CH:6][CH:7]=1.[CH3:12][C:13](OC(C)=O)=[O:14].CCN(CC)CC. (2) Given the product [C:1]([O:5][C:6]([NH:8][C@H:9]([C:22]([O:24][CH3:25])=[O:23])[CH2:10][C:11]1[S:12][C:13]([CH2:16][CH2:17][CH2:18][C:19]2[CH:20]=[CH:33][C:32]3[C:27](=[N:28][CH:29]=[CH:30][CH:31]=3)[N:26]=2)=[CH:14][CH:15]=1)=[O:7])([CH3:4])([CH3:3])[CH3:2], predict the reactants needed to synthesize it. The reactants are: [C:1]([O:5][C:6]([NH:8][C@H:9]([C:22]([O:24][CH3:25])=[O:23])[CH2:10][C:11]1[S:12][C:13]([CH2:16][CH2:17][CH2:18][C:19](=O)[CH3:20])=[CH:14][CH:15]=1)=[O:7])([CH3:4])([CH3:3])[CH3:2].[NH2:26][C:27]1[C:32]([CH:33]=O)=[CH:31][CH:30]=[CH:29][N:28]=1.N1CCC[C@H]1C(O)=O. (3) Given the product [ClH:30].[ClH:30].[CH2:1]([C:3]1[C:22]([CH3:23])=[CH:21][C:6]2[NH:7][C:8]([C:10]3[C:18]4[C:13](=[CH:14][CH:15]=[C:16]([C:19]([NH2:20])=[O:25])[CH:17]=4)[NH:12][N:11]=3)=[N:9][C:5]=2[CH:4]=1)[CH3:2], predict the reactants needed to synthesize it. The reactants are: [CH2:1]([C:3]1[C:22]([CH3:23])=[CH:21][C:6]2[NH:7][C:8]([C:10]3[C:18]4[C:13](=[CH:14][CH:15]=[C:16]([C:19]#[N:20])[CH:17]=4)[NH:12][N:11]=3)=[N:9][C:5]=2[CH:4]=1)[CH3:2].C(=O)([O-])[O-:25].[Na+].[Na+].[ClH:30]. (4) The reactants are: [CH3:1][N:2]1[C:6]2[CH:7]=[CH:8][CH:9]=[CH:10][C:5]=2[N:4]=[C:3]1[CH2:11]OC1C=CC(C2N(C)N=CC=2C2C=CN=CC=2)=CC=1.[F:31][C:32]1[CH:33]=[C:34]([OH:50])[CH:35]=[CH:36][C:37]=1[C:38]1[C:42]([C:43]2[CH:48]=[CH:47][N:46]=[CH:45][CH:44]=2)=[CH:41][N:40]([CH3:49])[N:39]=1. Given the product [F:31][C:32]1[CH:33]=[C:34]([CH:35]=[CH:36][C:37]=1[C:38]1[C:42]([C:43]2[CH:44]=[CH:45][N:46]=[CH:47][CH:48]=2)=[CH:41][N:40]([CH3:49])[N:39]=1)[O:50][CH2:11][C:3]1[N:2]([CH3:1])[C:6]2[CH:7]=[CH:8][CH:9]=[CH:10][C:5]=2[N:4]=1, predict the reactants needed to synthesize it. (5) Given the product [N:17]1([C:7]2[CH:6]=[C:5]([C:4](=[O:23])[CH3:25])[CH:10]=[C:9]([S:11]([F:12])([F:16])([F:15])([F:13])[F:14])[CH:8]=2)[CH2:22][CH2:21][O:20][CH2:19][CH2:18]1, predict the reactants needed to synthesize it. The reactants are: CON(C)[C:4](=[O:23])[C:5]1[CH:10]=[C:9]([S:11]([F:16])([F:15])([F:14])([F:13])[F:12])[CH:8]=[C:7]([N:17]2[CH2:22][CH2:21][O:20][CH2:19][CH2:18]2)[CH:6]=1.[CH3:25][Mg]Br.Cl. (6) Given the product [CH2:25]1[C:23]2=[N:24][C:20]3[CH:19]=[C:18]([N:3]4[CH:4]=[CH:5][C:6]([C:8]5[CH:13]=[CH:12][C:11]([C:14]([F:17])([F:15])[F:16])=[CH:10][CH:9]=5)=[CH:7][C:2]4=[O:1])[CH:37]=[CH:36][C:21]=3[N:22]2[CH2:28][CH2:27][NH:26]1, predict the reactants needed to synthesize it. The reactants are: [O:1]=[C:2]1[CH:7]=[C:6]([C:8]2[CH:13]=[CH:12][C:11]([C:14]([F:17])([F:16])[F:15])=[CH:10][CH:9]=2)[CH:5]=[CH:4][N:3]1[C:18]1[CH:37]=[CH:36][C:21]2[N:22]3[CH2:28][CH2:27][N:26](C(OC(C)(C)C)=O)[CH2:25][C:23]3=[N:24][C:20]=2[CH:19]=1.Cl.